Task: Predict the reactants needed to synthesize the given product.. Dataset: Full USPTO retrosynthesis dataset with 1.9M reactions from patents (1976-2016) (1) Given the product [CH2:1]([N:8]1[C:16]2[C:11](=[CH:12][C:50]([O:51][CH2:52][CH2:48][N:46]([CH2:44][CH3:45])[CH3:47])=[CH:49][CH:15]=2)[C:10]([S:31]([C:34]2[C:43]3[C:38](=[CH:39][CH:40]=[CH:41][CH:42]=3)[CH:37]=[CH:36][CH:35]=2)(=[O:32])=[O:33])=[N:9]1)[C:2]1[CH:7]=[CH:6][CH:5]=[CH:4][CH:3]=1, predict the reactants needed to synthesize it. The reactants are: [CH2:1]([N:8]1[C:16]2[C:11](=[CH:12]C(OCCOS(C3C=CC(C)=CC=3)(=O)=O)=C[CH:15]=2)[C:10]([S:31]([C:34]2[C:43]3[C:38](=[CH:39][CH:40]=[CH:41][CH:42]=3)[CH:37]=[CH:36][CH:35]=2)(=[O:33])=[O:32])=[N:9]1)[C:2]1[CH:7]=[CH:6][CH:5]=[CH:4][CH:3]=1.[CH2:44]([NH:46][CH3:47])[CH3:45].[CH2:48]1[CH2:52][O:51][CH2:50][CH2:49]1. (2) The reactants are: [CH3:1][O:2][C:3]1[CH:11]=[C:10]2[C:6]([C:7]([CH:12]([CH2:17][CH3:18])[C:13]([O:15]C)=[O:14])=[CH:8][CH2:9]2)=[CH:5][CH:4]=1.[OH-].[K+]. Given the product [CH3:1][O:2][C:3]1[CH:11]=[C:10]2[C:6]([C:7]([CH:12]([CH2:17][CH3:18])[C:13]([OH:15])=[O:14])=[CH:8][CH2:9]2)=[CH:5][CH:4]=1, predict the reactants needed to synthesize it. (3) Given the product [C:34]([NH:1][C:2]1[S:3][C:4]2[C:10]([C:11]#[N:12])=[C:9]([O:13][C:14]3[CH:15]=[CH:16][C:17]([F:27])=[C:18]([NH:20][C:21](=[O:26])[C:22]([F:25])([F:23])[F:24])[CH:19]=3)[CH:8]=[CH:7][C:5]=2[N:6]=1)(=[O:36])[CH3:35], predict the reactants needed to synthesize it. The reactants are: [NH2:1][C:2]1[S:3][C:4]2[C:10]([C:11]#[N:12])=[C:9]([O:13][C:14]3[CH:15]=[CH:16][C:17]([F:27])=[C:18]([NH:20][C:21](=[O:26])[C:22]([F:25])([F:24])[F:23])[CH:19]=3)[CH:8]=[CH:7][C:5]=2[N:6]=1.N1C=CC=CC=1.[C:34](Cl)(=[O:36])[CH3:35]. (4) Given the product [CH3:11][O:10][C:8]1[C:7]([C:12]2[S:13][CH:14]=[CH:15][CH:16]=2)=[CH:6][C:3]([CH:4]=[O:5])=[C:2]([O:1][CH2:24][CH2:25][O:26][CH2:27][CH2:28][O:29][CH3:30])[CH:9]=1, predict the reactants needed to synthesize it. The reactants are: [OH:1][C:2]1[CH:9]=[C:8]([O:10][CH3:11])[C:7]([C:12]2[S:13][CH:14]=[CH:15][CH:16]=2)=[CH:6][C:3]=1[CH:4]=[O:5].C(=O)([O-])[O-].[K+].[K+].Br[CH2:24][CH2:25][O:26][CH2:27][CH2:28][O:29][CH3:30]. (5) The reactants are: [CH2:1]([O:5][C:6](Cl)=[O:7])[CH:2]([CH3:4])[CH3:3].CCN(CC)CC.[NH:16]1[CH2:21][CH2:20][CH:19]([CH2:22][C:23]2[N:27]=[C:26]([C:28]3[O:36][C:35]4[CH:34]=[CH:33][N:32]=[C:31]([C:37]#[N:38])[C:30]=4[CH:29]=3)[O:25][N:24]=2)[CH2:18][CH2:17]1. Given the product [CH2:1]([O:5][C:6]([N:16]1[CH2:17][CH2:18][CH:19]([CH2:22][C:23]2[N:27]=[C:26]([C:28]3[O:36][C:35]4[CH:34]=[CH:33][N:32]=[C:31]([C:37]#[N:38])[C:30]=4[CH:29]=3)[O:25][N:24]=2)[CH2:20][CH2:21]1)=[O:7])[CH:2]([CH3:4])[CH3:3], predict the reactants needed to synthesize it. (6) The reactants are: [Cl:1][C:2]1[CH:7]=[CH:6][CH:5]=[CH:4][C:3]=1[C:8]1[CH:13]=[CH:12][CH:11]=[C:10]([NH:14][C:15]([C@@H:17]2[CH2:21][C@@H:20]([F:22])[CH2:19][N:18]2[C:23](=[O:39])[CH2:24][N:25]2[C:33]3[CH2:32][CH2:31][CH2:30][CH2:29][C:28]=3[C:27]([C:34]([O:36]CC)=[O:35])=[N:26]2)=[O:16])[C:9]=1[F:40].[Li+].[OH-]. Given the product [Cl:1][C:2]1[CH:7]=[CH:6][CH:5]=[CH:4][C:3]=1[C:8]1[CH:13]=[CH:12][CH:11]=[C:10]([NH:14][C:15]([C@@H:17]2[CH2:21][C@@H:20]([F:22])[CH2:19][N:18]2[C:23](=[O:39])[CH2:24][N:25]2[C:33]3[CH2:32][CH2:31][CH2:30][CH2:29][C:28]=3[C:27]([C:34]([OH:36])=[O:35])=[N:26]2)=[O:16])[C:9]=1[F:40], predict the reactants needed to synthesize it. (7) Given the product [C:9]([NH:8][CH2:7][CH2:6][CH2:5][S:2]([O:12][CH2:13][C:14]([CH3:21])([CH3:20])[C:15]([O:17][CH2:18][CH3:19])=[O:16])(=[O:4])=[O:3])(=[O:11])[CH3:10], predict the reactants needed to synthesize it. The reactants are: Cl[S:2]([CH2:5][CH2:6][CH2:7][NH:8][C:9](=[O:11])[CH3:10])(=[O:4])=[O:3].[OH:12][CH2:13][C:14]([CH3:21])([CH3:20])[C:15]([O:17][CH2:18][CH3:19])=[O:16].C(N(CC)CC)C.